From a dataset of hERG potassium channel inhibition data for cardiac toxicity prediction from Karim et al.. Regression/Classification. Given a drug SMILES string, predict its toxicity properties. Task type varies by dataset: regression for continuous values (e.g., LD50, hERG inhibition percentage) or binary classification for toxic/non-toxic outcomes (e.g., AMES mutagenicity, cardiotoxicity, hepatotoxicity). Dataset: herg_karim. (1) The compound is Cl.Cl.NC1(c2cc(C(=O)N[C@@H]3CCc4ccc(Oc5ccnc6c5CCC(=O)N6)cc4C3)cc(C(F)(F)F)c2)CCC1. The result is 1 (blocker). (2) The molecule is Cc1nc2ccccc2n1C1C[C@H]2CC[C@H](C1)N2CCC1(c2ccccc2)CCN(C(=O)c2cccc(C(=O)O)c2)CC1. The result is 0 (non-blocker). (3) The molecule is Cl.Cl.NCc1cc(C(=O)N[C@@H]2CCc3ccc(Oc4ccnc5c4CCC(=O)N5)cc3C2)cc(C(F)(F)F)c1. The result is 1 (blocker). (4) The molecule is Cc1ccccc1[C@@H]1CCN(C[C@@H]2CCc3cccnc3[C@@H](O)C2)C[C@H]1O. The result is 0 (non-blocker). (5) The result is 0 (non-blocker). The drug is COC1COCCC1N[C@@H]1C[C@H]2CN(C(=O)Oc3ccccc3)C[C@@]2(C(=O)N2CCc3ncc(C(F)(F)F)cc3C2)C1. (6) The molecule is CCOC(=O)C1CCN(CCCCOc2ccc(S(=O)(=O)NC(=O)Nc3ccccc3)cc2)CC1. The result is 0 (non-blocker).